This data is from Catalyst prediction with 721,799 reactions and 888 catalyst types from USPTO. The task is: Predict which catalyst facilitates the given reaction. (1) Reactant: [CH:1]1([CH:7]([NH:24][C:25]2[N:30]=[CH:29][C:28]([C:31]([NH:33][CH2:34][CH2:35][C:36]([O:38]CC)=[O:37])=[O:32])=[CH:27][CH:26]=2)[C:8]2[CH:9]=[N:10][C:11]([C:14]3[CH:19]=[CH:18][C:17]([C:20]([F:23])([F:22])[F:21])=[CH:16][CH:15]=3)=[N:12][CH:13]=2)[CH2:6][CH2:5][CH2:4][CH2:3][CH2:2]1.O1CCCC1.[OH-].[Li+]. Product: [CH:1]1([CH:7]([NH:24][C:25]2[N:30]=[CH:29][C:28]([C:31]([NH:33][CH2:34][CH2:35][C:36]([OH:38])=[O:37])=[O:32])=[CH:27][CH:26]=2)[C:8]2[CH:9]=[N:10][C:11]([C:14]3[CH:15]=[CH:16][C:17]([C:20]([F:23])([F:21])[F:22])=[CH:18][CH:19]=3)=[N:12][CH:13]=2)[CH2:6][CH2:5][CH2:4][CH2:3][CH2:2]1. The catalyst class is: 5. (2) Reactant: Br[C:2]1[CH:3]=[C:4]2[C:11]([C:12]([NH:14][CH3:15])=[O:13])=[C:10]([C:16]3[CH:21]=[CH:20][C:19]([F:22])=[CH:18][CH:17]=3)[O:9][C:5]2=[N:6][C:7]=1[Cl:8].B([C:26]1[CH:27]=[C:28]([CH:32]=[CH:33][C:34]=1[O:35][CH3:36])[C:29]([OH:31])=[O:30])(O)O.C(=O)([O-])[O-].[Cs+].[Cs+]. Product: [Cl:8][C:7]1[N:6]=[C:5]2[O:9][C:10]([C:16]3[CH:21]=[CH:20][C:19]([F:22])=[CH:18][CH:17]=3)=[C:11]([C:12](=[O:13])[NH:14][CH3:15])[C:4]2=[CH:3][C:2]=1[C:26]1[CH:27]=[C:28]([CH:32]=[CH:33][C:34]=1[O:35][CH3:36])[C:29]([OH:31])=[O:30]. The catalyst class is: 140.